Dataset: Reaction yield outcomes from USPTO patents with 853,638 reactions. Task: Predict the reaction yield, written as a fraction of the theoretical maximum amount of product (1.0 means a 100% yield; for example, 0.34 means a 34% yield). The reactants are [CH3:1][O:2][C:3]1[C:8]2[CH2:9][CH2:10][CH:11]([N:14]([CH2:16][CH2:17][O:18][CH3:19])[CH3:15])[CH2:12][CH2:13][C:7]=2[CH:6]=[CH:5][C:4]=1[NH2:20].Cl[C:22]1[N:27]=[C:26]([NH:28][C@@H:29]2[C@@H:34]3[CH2:35][C@@H:31]([CH:32]=[CH:33]3)[C@@H:30]2[C:36]([NH2:38])=[O:37])[C:25]([Cl:39])=[CH:24][N:23]=1. No catalyst specified. The product is [Cl:39][C:25]1[C:26]([NH:28][CH:29]2[CH:34]3[CH2:35][CH:31]([CH:32]=[CH:33]3)[CH:30]2[C:36]([NH2:38])=[O:37])=[N:27][C:22]([NH:20][C:4]2[CH:5]=[CH:6][C:7]3[CH2:13][CH2:12][CH:11]([N:14]([CH2:16][CH2:17][O:18][CH3:19])[CH3:15])[CH2:10][CH2:9][C:8]=3[C:3]=2[O:2][CH3:1])=[N:23][CH:24]=1. The yield is 0.410.